This data is from Catalyst prediction with 721,799 reactions and 888 catalyst types from USPTO. The task is: Predict which catalyst facilitates the given reaction. (1) Reactant: [N:1]1([C:7]2[N:8]=[C:9]([CH2:14][C:15]([O:17]CC)=O)[NH:10][C:11](=[O:13])[CH:12]=2)[CH2:6][CH2:5][O:4][CH2:3][CH2:2]1.[F:20][C:21]1[CH:27]=[CH:26][CH:25]=[CH:24][C:22]=1[NH2:23].CC(C)([O-])C.[K+]. Product: [F:20][C:21]1[CH:27]=[CH:26][CH:25]=[CH:24][C:22]=1[NH:23][C:15](=[O:17])[CH2:14][C:9]1[NH:10][C:11](=[O:13])[CH:12]=[C:7]([N:1]2[CH2:2][CH2:3][O:4][CH2:5][CH2:6]2)[N:8]=1. The catalyst class is: 9. (2) Product: [CH3:17][CH:18]([N:20]1[C:24]2[N:25]=[C:9]([C:10]3[CH:15]=[CH:14][CH:13]=[CH:12][CH:11]=3)[CH:8]=[C:2]([C:3]([O:5][CH2:6][CH3:7])=[O:4])[C:23]=2[CH:22]=[N:21]1)[CH3:19]. The catalyst class is: 15. Reactant: O=[C:2]([CH2:8][C:9](=O)[C:10]1[CH:15]=[CH:14][CH:13]=[CH:12][CH:11]=1)[C:3]([O:5][CH2:6][CH3:7])=[O:4].[CH3:17][CH:18]([N:20]1[C:24]([NH2:25])=[CH:23][CH:22]=[N:21]1)[CH3:19].C1C=CC=CC=1. (3) Reactant: [Cl:1][C:2]1[CH:3]=[C:4]([N:24]2[CH:28]=[CH:27][C:26]([C:29](OC)=[O:30])=[N:25]2)[CH:5]=[CH:6][C:7]=1[C:8]([N:10]1[C:16]2[CH:17]=[CH:18][CH:19]=[CH:20][C:15]=2[CH2:14][N:13]2[CH:21]=[CH:22][CH:23]=[C:12]2[CH2:11]1)=[O:9].[BH4-].[Li+]. Product: [Cl:1][C:2]1[CH:3]=[C:4]([N:24]2[CH:28]=[CH:27][C:26]([CH2:29][OH:30])=[N:25]2)[CH:5]=[CH:6][C:7]=1[C:8]([N:10]1[C:16]2[CH:17]=[CH:18][CH:19]=[CH:20][C:15]=2[CH2:14][N:13]2[CH:21]=[CH:22][CH:23]=[C:12]2[CH2:11]1)=[O:9]. The catalyst class is: 7. (4) Reactant: [BH4-].[Na+].[CH2:3]([O:10][C:11]1[CH:16]=[CH:15][C:14]([C:17]([C:19]2[N:23]3[N:24]=[C:25]([C:28]4[CH:29]=[N:30][N:31]([CH3:33])[CH:32]=4)[CH:26]=[CH:27][C:22]3=[N:21][CH:20]=2)=O)=[CH:13][CH:12]=1)[C:4]1[CH:9]=[CH:8][CH:7]=[CH:6][CH:5]=1.O.C([SiH](CC)CC)C. Product: [CH2:3]([O:10][C:11]1[CH:12]=[CH:13][C:14]([CH2:17][C:19]2[N:23]3[N:24]=[C:25]([C:28]4[CH:29]=[N:30][N:31]([CH3:33])[CH:32]=4)[CH:26]=[CH:27][C:22]3=[N:21][CH:20]=2)=[CH:15][CH:16]=1)[C:4]1[CH:5]=[CH:6][CH:7]=[CH:8][CH:9]=1. The catalyst class is: 8. (5) Reactant: Cl.[NH:2]1[C:6]2[CH:7]=[CH:8][C:9]([CH2:11][NH2:12])=[CH:10][C:5]=2[N:4]=[CH:3]1.[N:13]([C:16]1[S:20][C:19]2[CH2:21][CH2:22][CH2:23][CH2:24][C:18]=2[C:17]=1[C:25]([O:27]CC)=O)=[C:14]=[S:15].C([N:32](CC)CC)C. Product: [NH:2]1[C:6]2[CH:7]=[CH:8][C:9]([CH2:11][NH2:12])=[CH:10][C:5]=2[N:4]=[CH:3]1.[S:15]=[C:14]1[NH:13][C:16]2[S:20][C:19]3[CH2:21][CH2:22][CH2:23][CH2:24][C:18]=3[C:17]=2[C:25](=[O:27])[NH:32]1. The catalyst class is: 174. (6) Reactant: Cl[C:2](Cl)([O:4]C(=O)OC(Cl)(Cl)Cl)Cl.[F:13][CH2:14][CH:15]([OH:18])[CH2:16][F:17].N1C=CC=CC=1.Cl.FC(F)(F)C(O)=O.[CH3:33][S:34]([C:37]1[CH:58]=[CH:57][C:40]([O:41][C:42]2[N:47]=[CH:46][N:45]=[C:44]3[N:48]([CH:51]4[CH2:56][CH2:55][NH:54][CH2:53][CH2:52]4)[N:49]=[CH:50][C:43]=23)=[CH:39][CH:38]=1)(=[O:36])=[O:35].C(N(C(C)C)CC)(C)C. Product: [F:13][CH2:14][CH:15]([O:18][C:2]([N:54]1[CH2:53][CH2:52][CH:51]([N:48]2[C:44]3=[N:45][CH:46]=[N:47][C:42]([O:41][C:40]4[CH:39]=[CH:38][C:37]([S:34]([CH3:33])(=[O:36])=[O:35])=[CH:58][CH:57]=4)=[C:43]3[CH:50]=[N:49]2)[CH2:56][CH2:55]1)=[O:4])[CH2:16][F:17]. The catalyst class is: 325. (7) Reactant: [CH3:1][O:2][CH2:3][CH2:4][CH2:5][N:6]1[C:14]2[C:9](=[CH:10][CH:11]=[C:12]([C:15](OC)=[O:16])[CH:13]=2)[CH:8]=[N:7]1.[BH4-].[Na+]. Product: [CH3:1][O:2][CH2:3][CH2:4][CH2:5][N:6]1[C:14]2[C:9](=[CH:10][CH:11]=[C:12]([CH2:15][OH:16])[CH:13]=2)[CH:8]=[N:7]1. The catalyst class is: 5. (8) Reactant: [C:1]1([CH:8]=[CH:7][CH:6]=[C:4]([OH:5])[CH:3]=1)[OH:2].C(O)(=O)C.[N+:13]([O-])([OH:15])=[O:14]. Product: [N+:13]([C:6]1[CH:7]=[CH:8][C:1]([OH:2])=[CH:3][C:4]=1[OH:5])([O-:15])=[O:14]. The catalyst class is: 845.